Task: Predict the reactants needed to synthesize the given product.. Dataset: Full USPTO retrosynthesis dataset with 1.9M reactions from patents (1976-2016) (1) Given the product [NH2:18][C:15]1[C:14]2[C:9]([O:8][CH2:1][C:2]3[CH:3]=[CH:4][CH:5]=[CH:6][CH:7]=3)=[N:10][CH:11]=[CH:12][C:13]=2[N:17]([C:22]2([CH2:21][C:19]#[N:20])[CH2:23][CH2:24][N:25]([C:28]([O:30][CH3:31])=[O:29])[CH2:26][CH2:27]2)[N:16]=1, predict the reactants needed to synthesize it. The reactants are: [CH2:1]([O:8][C:9]1[C:14]2[C:15]([NH2:18])=[N:16][NH:17][C:13]=2[CH:12]=[CH:11][N:10]=1)[C:2]1[CH:7]=[CH:6][CH:5]=[CH:4][CH:3]=1.[C:19]([CH:21]=[C:22]1[CH2:27][CH2:26][N:25]([C:28]([O:30][CH3:31])=[O:29])[CH2:24][CH2:23]1)#[N:20].C1CCN2C(=NCCC2)CC1. (2) Given the product [CH3:1][N:2]([CH3:6])[CH2:3][CH2:4][NH:5][C:8]1[N:9]=[C:10]([O:19][CH3:20])[C:11]([N+:16]([O-:18])=[O:17])=[C:12]([O:14][CH3:15])[N:13]=1, predict the reactants needed to synthesize it. The reactants are: [CH3:1][N:2]([CH3:6])[CH2:3][CH2:4][NH2:5].Cl[C:8]1[N:13]=[C:12]([O:14][CH3:15])[C:11]([N+:16]([O-:18])=[O:17])=[C:10]([O:19][CH3:20])[N:9]=1. (3) Given the product [C:2]1([C:8]2[N:9]=[C:10]([CH2:13][NH2:14])[S:11][CH:12]=2)[CH:3]=[CH:4][CH:5]=[CH:6][CH:7]=1, predict the reactants needed to synthesize it. The reactants are: Cl.[C:2]1([C:8]2[N:9]=[C:10]([CH2:13][NH:14]C(=O)C3C=CC=CC=3)[S:11][CH:12]=2)[CH:7]=[CH:6][CH:5]=[CH:4][CH:3]=1.C(Cl)(Cl)Cl.CO. (4) Given the product [F:41][C:9]([F:8])([F:40])[C:10]1[N:14]2[N:15]=[C:16]([N:19]3[CH2:20][CH2:21][N:22]([CH2:25][C:26]4[CH:31]=[CH:30][C:29]([NH2:32])=[CH:28][CH:27]=4)[CH2:23][CH2:24]3)[CH:17]=[CH:18][C:13]2=[N:12][N:11]=1, predict the reactants needed to synthesize it. The reactants are: C(O)(C(F)(F)F)=O.[F:8][C:9]([F:41])([F:40])[C:10]1[N:14]2[N:15]=[C:16]([N:19]3[CH2:24][CH2:23][N:22]([CH2:25][C:26]4[CH:31]=[CH:30][C:29]([NH:32]C(=O)OC(C)(C)C)=[CH:28][CH:27]=4)[CH2:21][CH2:20]3)[CH:17]=[CH:18][C:13]2=[N:12][N:11]=1. (5) Given the product [F:38][C:37]([F:39])([F:40])[O:36][C:31]1[CH:32]=[CH:33][CH:34]=[CH:35][C:30]=1[C:28]1[N:29]=[C:17]([C:16]2[CH:20]=[CH:21][C:13]([N:7]3[CH2:8][CH2:9][CH2:10][CH2:11][CH2:12]3)=[C:14]([C:22]([F:25])([F:24])[F:23])[CH:15]=2)[O:19][N:27]=1, predict the reactants needed to synthesize it. The reactants are: C(Cl)(=O)C(Cl)=O.[N:7]1([C:13]2[CH:21]=[CH:20][C:16]([C:17]([OH:19])=O)=[CH:15][C:14]=2[C:22]([F:25])([F:24])[F:23])[CH2:12][CH2:11][CH2:10][CH2:9][CH2:8]1.O[N:27]=[C:28]([C:30]1[CH:35]=[CH:34][CH:33]=[CH:32][C:31]=1[O:36][C:37]([F:40])([F:39])[F:38])[NH2:29].CCN(C(C)C)C(C)C.